Dataset: Full USPTO retrosynthesis dataset with 1.9M reactions from patents (1976-2016). Task: Predict the reactants needed to synthesize the given product. Given the product [CH2:1]([O:3][C:4]([C:6]1([C:9]2[CH:10]=[CH:11][C:12]([C:15]3[CH:20]=[CH:19][C:18]([C:21]4[O:25][N:24]=[C:23]([CH3:26])[C:22]=4[NH:27][C:38]4[CH:39]=[CH:40][C:35]([C:32]5[CH:33]=[CH:34][CH:29]=[CH:30][CH:31]=5)=[CH:36][CH:37]=4)=[CH:17][CH:16]=3)=[CH:13][CH:14]=2)[CH2:8][CH2:7]1)=[O:5])[CH3:2], predict the reactants needed to synthesize it. The reactants are: [CH2:1]([O:3][C:4]([C:6]1([C:9]2[CH:14]=[CH:13][C:12]([C:15]3[CH:20]=[CH:19][C:18]([C:21]4[O:25][N:24]=[C:23]([CH3:26])[C:22]=4[NH2:27])=[CH:17][CH:16]=3)=[CH:11][CH:10]=2)[CH2:8][CH2:7]1)=[O:5])[CH3:2].Br[C:29]1[CH:34]=[CH:33][C:32]([C:35]2[CH:40]=[CH:39][CH:38]=[CH:37][CH:36]=2)=[CH:31][CH:30]=1.